The task is: Predict the product of the given reaction.. This data is from Forward reaction prediction with 1.9M reactions from USPTO patents (1976-2016). (1) Given the reactants CS([C:5]1[N:6]=[CH:7][C:8]2[CH2:14][N:13]([C:15]([O:17][C:18]([CH3:21])([CH3:20])[CH3:19])=[O:16])[CH2:12][CH2:11][C:9]=2[N:10]=1)(=O)=O.[CH:22]1([NH2:25])[CH2:24][CH2:23]1, predict the reaction product. The product is: [CH:22]1([NH:25][C:5]2[N:6]=[CH:7][C:8]3[CH2:14][N:13]([C:15]([O:17][C:18]([CH3:21])([CH3:20])[CH3:19])=[O:16])[CH2:12][CH2:11][C:9]=3[N:10]=2)[CH2:24][CH2:23]1. (2) Given the reactants [CH2:1]([N:3]1[CH2:8][C:7]([CH3:10])([CH3:9])[O:6][C:5](=[O:11])[CH:4]1[CH2:12][C:13]([OH:15])=O)[CH3:2].C(N(C(C)C)CC)(C)C.CN(C(ON1N=NC2C=CC=NC1=2)=[N+](C)C)C.F[P-](F)(F)(F)(F)F.[CH3:49][CH:50]([NH2:57])[C:51]1[CH:56]=[CH:55][CH:54]=[CH:53][CH:52]=1, predict the reaction product. The product is: [CH2:1]([N:3]1[CH2:8][C:7]([CH3:9])([CH3:10])[O:6][C:5](=[O:11])[CH:4]1[CH2:12][C:13]([NH:57][CH:50]([C:51]1[CH:56]=[CH:55][CH:54]=[CH:53][CH:52]=1)[CH3:49])=[O:15])[CH3:2]. (3) Given the reactants F[C:2]1[CH:29]=[CH:28][C:5]([C:6]([NH:8][C:9]2[S:13][C:12]([NH:14][C:15]3[C:24]4[C:19](=[CH:20][CH:21]=[CH:22][CH:23]=4)[N:18]=[CH:17][CH:16]=3)=[N:11][C:10]=2[C:25]([NH2:27])=[O:26])=[O:7])=[CH:4][CH:3]=1.[CH3:30][N:31]1[CH2:36][CH2:35][NH:34][CH2:33][CH2:32]1, predict the reaction product. The product is: [CH3:30][N:31]1[CH2:36][CH2:35][N:34]([C:2]2[CH:29]=[CH:28][C:5]([C:6]([NH:8][C:9]3[S:13][C:12]([NH:14][C:15]4[C:24]5[C:19](=[CH:20][CH:21]=[CH:22][CH:23]=5)[N:18]=[CH:17][CH:16]=4)=[N:11][C:10]=3[C:25]([NH2:27])=[O:26])=[O:7])=[CH:4][CH:3]=2)[CH2:33][CH2:32]1. (4) Given the reactants O.[OH-].[Li+].C([O:6][C:7](=O)[CH2:8][C:9]1[N:13]2[CH:14]=[C:15]([CH2:18][N:19]([CH3:21])[CH3:20])[CH:16]=[CH:17][C:12]2=[N:11][CH:10]=1)C.FC(F)(F)C(O)=O.C(N1C=CN=C1)([N:32]1C=CN=C1)=O, predict the reaction product. The product is: [CH3:20][N:19]([CH2:18][C:15]1[CH:16]=[CH:17][C:12]2[N:13]([C:9]([CH2:8][C:7]([NH2:32])=[O:6])=[CH:10][N:11]=2)[CH:14]=1)[CH3:21]. (5) Given the reactants [CH2:1]([C:3]1[N:4]=[C:5]([C:8]2[CH:9]=[CH:10][C:11]([O:14][CH2:15][CH2:16][CH2:17][OH:18])=[N:12][CH:13]=2)[S:6][CH:7]=1)[CH3:2].[CH3:19][O:20][C:21](=[O:34])[C@H:22]([N:24]1[C:32]2[C:27](=[CH:28][C:29](O)=[CH:30][CH:31]=2)[CH:26]=[CH:25]1)[CH3:23].C1(P(C2C=CC=CC=2)C2C=CC=CC=2)C=CC=CC=1.N(C(N1CCCCC1)=O)=NC(N1CCCCC1)=O, predict the reaction product. The product is: [CH3:19][O:20][C:21](=[O:34])[C@H:22]([N:24]1[C:32]2[C:27](=[CH:28][C:29]([O:18][CH2:17][CH2:16][CH2:15][O:14][C:11]3[CH:10]=[CH:9][C:8]([C:5]4[S:6][CH:7]=[C:3]([CH2:1][CH3:2])[N:4]=4)=[CH:13][N:12]=3)=[CH:30][CH:31]=2)[CH:26]=[CH:25]1)[CH3:23].